This data is from Reaction yield outcomes from USPTO patents with 853,638 reactions. The task is: Predict the reaction yield, written as a fraction of the theoretical maximum amount of product (1.0 means a 100% yield; for example, 0.34 means a 34% yield). (1) The reactants are I[C:2]1[CH:7]=[CH:6][CH:5]=[CH:4][C:3]=1I.[CH3:9][Si:10]([CH3:21])([CH3:20])[C:11]1[CH:16]=[CH:15][C:14](B(O)O)=[CH:13][CH:12]=1.[OH-].[Na+].COCCO[CH2:29][CH2:30]OC. The catalyst is C1C=CC([P]([Pd]([P](C2C=CC=CC=2)(C2C=CC=CC=2)C2C=CC=CC=2)([P](C2C=CC=CC=2)(C2C=CC=CC=2)C2C=CC=CC=2)[P](C2C=CC=CC=2)(C2C=CC=CC=2)C2C=CC=CC=2)(C2C=CC=CC=2)C2C=CC=CC=2)=CC=1.O. The product is [CH3:9][Si:10]([CH3:20])([CH3:11])[C:2]1[CH:7]=[CH:6][C:5]([C:12]2[C:13]([C:14]3[CH:15]=[CH:16][C:11]([Si:10]([CH3:21])([CH3:20])[CH3:9])=[CH:12][CH:13]=3)=[CH:14][CH:15]=[CH:29][CH:30]=2)=[CH:4][CH:3]=1. The yield is 0.930. (2) The reactants are Cl[C:2]1[N:10]=[C:9]2[C:5]([N:6]=[CH:7][N:8]2[CH2:11][CH2:12][CH3:13])=[C:4]([NH:14][CH2:15][C:16]2[S:17][C:18]([CH3:21])=[CH:19][CH:20]=2)[N:3]=1.[NH2:22][C@H:23]([CH2:26][CH3:27])[CH2:24][OH:25]. The catalyst is O. The product is [CH3:21][C:18]1[S:17][C:16]([CH2:15][NH:14][C:4]2[N:3]=[C:2]([NH:22][C@H:23]([CH2:26][CH3:27])[CH2:24][OH:25])[N:10]=[C:9]3[C:5]=2[N:6]=[CH:7][N:8]3[CH2:11][CH2:12][CH3:13])=[CH:20][CH:19]=1. The yield is 0.910. (3) The yield is 0.510. The product is [C:21](=[O:22])([O:23][C:24]1[CH:25]=[CH:26][C:27]([N+:30]([O-:32])=[O:31])=[CH:28][CH:29]=1)[O:12][CH2:11][CH:8]1[CH2:9][CH2:10][N:5]([CH2:4][CH2:3][O:2][CH3:1])[CH2:6][CH2:7]1. The catalyst is C(Cl)Cl. The reactants are [CH3:1][O:2][CH2:3][CH2:4][N:5]1[CH2:10][CH2:9][CH:8]([CH2:11][OH:12])[CH2:7][CH2:6]1.CN1CCOCC1.Cl[C:21]([O:23][C:24]1[CH:29]=[CH:28][C:27]([N+:30]([O-:32])=[O:31])=[CH:26][CH:25]=1)=[O:22].